From a dataset of Reaction yield outcomes from USPTO patents with 853,638 reactions. Predict the reaction yield, written as a fraction of the theoretical maximum amount of product (1.0 means a 100% yield; for example, 0.34 means a 34% yield). (1) The reactants are [C:1]1([C:7]2[N:8]=[N:9][CH:10]=[C:11]([C:23]3[CH:28]=[CH:27][CH:26]=[CH:25][CH:24]=3)[C:12]=2[C:13]([NH:15][CH:16]([CH2:21][OH:22])C(OC)=O)=O)[CH:6]=[CH:5][CH:4]=[CH:3][CH:2]=1.[CH2:29](N(S(F)(F)F)CC)C.[C:38](=[O:41])([O-])[O-:39].[K+].[K+]. The catalyst is C(Cl)Cl. The product is [C:1]1([C:7]2[N:8]=[N:9][CH:10]=[C:11]([C:23]3[CH:24]=[CH:25][CH:26]=[CH:27][CH:28]=3)[C:12]=2[C:13]2[O:22][CH2:21][CH:16]([C:38]([O:39][CH3:29])=[O:41])[N:15]=2)[CH:2]=[CH:3][CH:4]=[CH:5][CH:6]=1. The yield is 0.610. (2) The reactants are [N:1]1([C:5]([C:7]2[CH:32]=[CH:31][C:10]3[N:11]([CH:24]([CH2:29][CH3:30])[C:25]([O:27]C)=[O:26])[C:12](=[N:14][C:15](=[O:23])[C:16]4[CH:21]=[CH:20][C:19]([CH3:22])=[CH:18][CH:17]=4)[S:13][C:9]=3[CH:8]=2)=[O:6])[CH2:4][CH2:3][CH2:2]1.[OH-].[Na+]. The catalyst is CO.O. The product is [N:1]1([C:5]([C:7]2[CH:32]=[CH:31][C:10]3[N:11]([CH:24]([CH2:29][CH3:30])[C:25]([OH:27])=[O:26])[C:12](=[N:14][C:15](=[O:23])[C:16]4[CH:21]=[CH:20][C:19]([CH3:22])=[CH:18][CH:17]=4)[S:13][C:9]=3[CH:8]=2)=[O:6])[CH2:4][CH2:3][CH2:2]1. The yield is 0.160. (3) The reactants are [CH3:1][CH:2]1[NH:7][CH2:6][CH2:5][N:4]([C:8]2[C:13]([O:14][CH3:15])=[C:12]3[N:16]([CH:24]4[CH2:26][CH2:25]4)[CH:17]=[C:18]([C:21]([OH:23])=[O:22])[C:19](=[O:20])[C:11]3=[CH:10][C:9]=2[F:27])[CH2:3]1.[CH3:28][C:29]([O:32][C:33](O[C:33]([O:32][C:29]([CH3:31])([CH3:30])[CH3:28])=[O:34])=[O:34])([CH3:31])[CH3:30].[OH-].[Na+]. The catalyst is C1COCC1. The product is [C:29]([O:32][C:33]([N:7]1[CH2:6][CH2:5][N:4]([C:8]2[C:13]([O:14][CH3:15])=[C:12]3[C:11]([C:19](=[O:20])[C:18]([C:21]([OH:23])=[O:22])=[CH:17][N:16]3[CH:24]3[CH2:26][CH2:25]3)=[CH:10][C:9]=2[F:27])[CH2:3][CH:2]1[CH3:1])=[O:34])([CH3:31])([CH3:30])[CH3:28]. The yield is 0.950. (4) The catalyst is Cl[Pd](Cl)([P](C1C=CC=CC=1)(C1C=CC=CC=1)C1C=CC=CC=1)[P](C1C=CC=CC=1)(C1C=CC=CC=1)C1C=CC=CC=1.O. The reactants are Cl[C:2]1[N:11]=[C:10]([N:12]2[CH2:17][CH2:16][O:15][CH2:14][CH2:13]2)[C:9]2[C:4](=[C:5]([C:18]3[CH:19]=[N:20][C:21]([F:24])=[CH:22][CH:23]=3)[CH:6]=[CH:7][CH:8]=2)[N:3]=1.[CH3:25][N:26]([CH3:54])[C:27](=[O:53])[C:28]1[CH:33]=[CH:32][C:31]([NH:34][C:35]([NH:37][C:38]2[CH:43]=[CH:42][C:41](B3OC(C)(C)C(C)(C)O3)=[CH:40][CH:39]=2)=[O:36])=[CH:30][CH:29]=1.C(=O)([O-])[O-].[Cs+].[Cs+].CN(C=O)C. The product is [F:24][C:21]1[N:20]=[CH:19][C:18]([C:5]2[CH:6]=[CH:7][CH:8]=[C:9]3[C:4]=2[N:3]=[C:2]([C:41]2[CH:40]=[CH:39][C:38]([NH:37][C:35](=[O:36])[NH:34][C:31]4[CH:30]=[CH:29][C:28]([C:27]([N:26]([CH3:54])[CH3:25])=[O:53])=[CH:33][CH:32]=4)=[CH:43][CH:42]=2)[N:11]=[C:10]3[N:12]2[CH2:17][CH2:16][O:15][CH2:14][CH2:13]2)=[CH:23][CH:22]=1. The yield is 0.0700.